Dataset: Reaction yield outcomes from USPTO patents with 853,638 reactions. Task: Predict the reaction yield, written as a fraction of the theoretical maximum amount of product (1.0 means a 100% yield; for example, 0.34 means a 34% yield). (1) The catalyst is CCOC(C)=O. The reactants are Cl[C:2]1[CH:7]=[N:6][CH:5]=[C:4]([Cl:8])[N:3]=1.[OH:9][C:10]1[CH:18]=[C:17]2[C:13]([CH2:14][CH2:15][C:16]2=[O:19])=[CH:12][CH:11]=1. The product is [Cl:8][C:4]1[CH:5]=[N:6][CH:7]=[C:2]([O:9][C:10]2[CH:18]=[C:17]3[C:13]([CH2:14][CH2:15][C:16]3=[O:19])=[CH:12][CH:11]=2)[N:3]=1. The yield is 0.940. (2) The reactants are [N:1]1([CH2:10][C:11]2[N:15]([CH2:16][CH2:17][C:18]([NH:20]O)=[NH:19])[C:14]3[CH:22]=[CH:23][CH:24]=[CH:25][C:13]=3[N:12]=2)[C:5]2[CH:6]=[CH:7][CH:8]=[CH:9][C:4]=2[N:3]=[N:2]1.[C:26]([O:29]C(=O)C)(=[O:28])[CH3:27].C(OCC)C. The catalyst is C(O)(=O)C.[Pd]. The product is [C:26]([OH:29])(=[O:28])[CH3:27].[C:26]([OH:29])(=[O:28])[CH3:27].[N:1]1([CH2:10][C:11]2[N:15]([CH2:16][CH2:17][C:18]([NH2:20])=[NH:19])[C:14]3[CH:22]=[CH:23][CH:24]=[CH:25][C:13]=3[N:12]=2)[C:5]2[CH:6]=[CH:7][CH:8]=[CH:9][C:4]=2[N:3]=[N:2]1. The yield is 0.640.